This data is from Human Reference Interactome with 51,813 positive PPI pairs across 8,248 proteins, plus equal number of experimentally-validated negative pairs. The task is: Binary Classification. Given two protein amino acid sequences, predict whether they physically interact or not. (1) Protein 1 (ENSG00000116497) has sequence MMCSRVPSEQSSGTSLLPKDGAPFSWDSLDEDGLDDSLLELSEGEEDDGDVNYTEEEIDALLKEDDPSYEQSSGEDDGGHVEKGERGSQILLDTPREKNSSYSLGPVAETPDLFKLPQLSTSSGHGPAHTKPLNRRSVLEKNLIKVTVAPFNPTVCDALLDKDETDSSKDTEKLSSLGEEMREDGLSPNESKLCTESEGISPNNSAWNGPQLSSSNNNFQQTVSDKNMPDSENPTSVFSRISDHSETPNMELSCRNGGSHKSSCEMRSLVVSTSSNKQDVLNKDSGKMKGHERRLGKVIP.... Protein 2 (ENSG00000158125) has sequence MTADKLVFFVNGRKVVEKNADPETTLLAYLRRKLGLSGTKLGCGEGGCGACTVMLSKYDRLQNKIVHFSANACLAPICSLHHVAVTTVEGIGSTKTRLHPVQERIAKSHGSQCGFCTPGIVMSMYTLLRNQPEPTMEEIENAFQGNLCRCTGYRPILQGFRTFARDGGCCGGDGNNPNCCMNQKKDHSVSLSPSLFKPEEFTPLDPTQEPIFPPELLRLKDTPRKQLRFEGERVTWIQASTLKELLDLKAQHPDAKLVVGNTEIGIEMKFKNMLFPMIVCPAWIPELNSVEHGPDGISFG.... Result: 0 (the proteins do not interact). (2) Protein 1 (ENSG00000107833) has sequence MAAGTAAALAFLSQESRTRAGGVGGLRVPAPVTMDSFFFGCELSGHTRSFTFKVEEEDDAEHVLALTMLCLTEGAKDECNVVEVVARNHDHQEIAVPVANLKLSCQPMLSLDDFQLQPPVTFRLKSGSGPVRITGRHQIVTMSNDVSEEESEEEEEDSDEEEVELCPILPAKKQGGRP*. Protein 2 (ENSG00000140987) has sequence MRDNRAVSLCQQEWMCPGPAQRALYRGATQRKDSHVSLATGVPWGYEETKTLLAILSSSQFYGKLQTCQQNSQIYRAMAEGLWEQGFLRTPEQCRTKFKSLQLSYRKVRRGRVPEPCIFYEEMNALSGSWASAPPMASDAVPGQEGSDIEAGELNHQNGEPTEVEDGTVDGADRDEKDFRNPGQEVRKLDLPVLFPNRLGFEFKNEIKKENLKWDDSEEVEINKALQRKSRGVYWHSELQKGLESEPTSRRQCRNSPGESEEKTPSQEKMSHQSFCARDKACTHILCGKNCSQSVHSPHK.... Result: 0 (the proteins do not interact).